Task: Predict the product of the given reaction.. Dataset: Forward reaction prediction with 1.9M reactions from USPTO patents (1976-2016) (1) Given the reactants C([O-])(=O)CCCC[CH2:6][C:7](C)([CH3:9])[CH3:8].[CH3:13][C:14]1[CH:19]=[CH:18][CH:17]=[CH:16][C:15]=1[N:20]1[C:24](=[O:25])[CH:23]=[CH:22][C:21]1=[O:26].C=C(C)C, predict the reaction product. The product is: [CH3:13][C:14]1[CH:19]=[CH:18][CH:17]=[CH:16][C:15]=1[N:20]1[C:21](=[O:26])[CH:22]=[CH:23][C:24]1=[O:25].[CH2:6]=[C:7]([CH3:9])[CH3:8]. (2) Given the reactants [CH:1]1([C:4]([C:6]2[CH:7]([C:24]3[CH:31]=[CH:30][C:27]([C:28]#[N:29])=[CH:26][CH:25]=3)[NH:8][C:9](=[O:23])[N:10]([C:13]3[CH:18]=[CH:17][CH:16]=[C:15]([C:19]([F:22])([F:21])[F:20])[CH:14]=3)[C:11]=2[CH3:12])=[O:5])[CH2:3][CH2:2]1.C(=O)([O-])[O-].[K+].[K+].Cl[CH2:39][C:40]1[O:41][CH:42]=[C:43]([C:45]([O:47][CH3:48])=[O:46])[N:44]=1, predict the reaction product. The product is: [C:28]([C:27]1[CH:26]=[CH:25][C:24]([CH:7]2[N:8]([CH2:39][C:40]3[O:41][CH:42]=[C:43]([C:45]([O:47][CH3:48])=[O:46])[N:44]=3)[C:9](=[O:23])[N:10]([C:13]3[CH:18]=[CH:17][CH:16]=[C:15]([C:19]([F:22])([F:20])[F:21])[CH:14]=3)[C:11]([CH3:12])=[C:6]2[C:4]([CH:1]2[CH2:3][CH2:2]2)=[O:5])=[CH:31][CH:30]=1)#[N:29]. (3) Given the reactants [N:1]12[CH2:8][CH2:7][CH:4]([CH2:5][CH2:6]1)[C@@H:3]([OH:9])[CH2:2]2.[C:10]1([C:16]([N:22]2[CH2:27][CH2:26][CH2:25][CH2:24][CH2:23]2)([CH3:21])[C:17](OC)=[O:18])[CH:15]=[CH:14][CH:13]=[CH:12][CH:11]=1.[H-].[Na+], predict the reaction product. The product is: [C:10]1([C:16]([N:22]2[CH2:27][CH2:26][CH2:25][CH2:24][CH2:23]2)([CH3:21])[C:17]([O:9][C@@H:3]2[CH:4]3[CH2:7][CH2:8][N:1]([CH2:6][CH2:5]3)[CH2:2]2)=[O:18])[CH:11]=[CH:12][CH:13]=[CH:14][CH:15]=1. (4) The product is: [C:17]([O:20][C:21]([NH:3][C@:2]([CH3:1])([C:11]([OH:13])=[O:12])[CH2:4][C:5]1[CH:6]=[CH:7][CH:8]=[CH:9][CH:10]=1)=[O:22])([CH3:19])([CH3:18])[CH3:16]. Given the reactants [CH3:1][C@@:2]([C:11]([OH:13])=[O:12])([CH2:4][C:5]1[CH:10]=[CH:9][CH:8]=[CH:7][CH:6]=1)[NH2:3].[OH-].[Na+].[CH3:16][C:17]([O:20][C:21](O[C:21]([O:20][C:17]([CH3:19])([CH3:18])[CH3:16])=[O:22])=[O:22])([CH3:19])[CH3:18].Cl, predict the reaction product. (5) Given the reactants [O:1]=[C:2]1[C:10]2[C:5](=[CH:6][CH:7]=[CH:8][CH:9]=2)[C:4](=[O:11])[N:3]1[CH2:12][CH2:13][CH2:14][S:15]([O-:18])(=O)=[O:16].[K+].P(Cl)(Cl)(Cl)(Cl)[Cl:21], predict the reaction product. The product is: [O:1]=[C:2]1[C:10]2[C:5](=[CH:6][CH:7]=[CH:8][CH:9]=2)[C:4](=[O:11])[N:3]1[CH2:12][CH2:13][CH2:14][S:15]([Cl:21])(=[O:18])=[O:16]. (6) Given the reactants [Cl:1][C:2]1[C:6]([Cl:7])=[C:5]([CH3:8])[NH:4][C:3]=1[C:9]([OH:11])=O.C(N(CC)CC)C.CN(C(ON1N=NC2C=CC=NC1=2)=[N+](C)C)C.F[P-](F)(F)(F)(F)F.[NH2:43][CH:44]1[CH2:47][N:46]([C:48]([O:50][C:51]([CH3:54])([CH3:53])[CH3:52])=[O:49])[CH2:45]1, predict the reaction product. The product is: [Cl:1][C:2]1[C:6]([Cl:7])=[C:5]([CH3:8])[NH:4][C:3]=1[C:9]([NH:43][CH:44]1[CH2:45][N:46]([C:48]([O:50][C:51]([CH3:54])([CH3:53])[CH3:52])=[O:49])[CH2:47]1)=[O:11]. (7) Given the reactants Cl[C:2]1[N:7]=[C:6]([C:8]([OH:11])([CH3:10])[CH3:9])[CH:5]=[C:4]([N:12]([CH3:14])[CH3:13])[N:3]=1.[CH3:15][O:16][C:17]1[CH:18]=[C:19]([NH2:29])[CH:20]=[CH:21][C:22]=1[N:23]1[CH:27]=[C:26]([CH3:28])[N:25]=[CH:24]1, predict the reaction product. The product is: [CH3:13][N:12]([CH3:14])[C:4]1[N:3]=[C:2]([NH:29][C:19]2[CH:20]=[CH:21][C:22]([N:23]3[CH:27]=[C:26]([CH3:28])[N:25]=[CH:24]3)=[C:17]([O:16][CH3:15])[CH:18]=2)[N:7]=[C:6]([C:8]([OH:11])([CH3:10])[CH3:9])[CH:5]=1.